Task: Predict the product of the given reaction.. Dataset: Forward reaction prediction with 1.9M reactions from USPTO patents (1976-2016) (1) Given the reactants [NH2:1][C:2]1[N:3]=[C:4]([N:10]2[CH2:15][CH2:14][O:13][CH2:12][CH2:11]2)[S:5][C:6]=1[C:7]([NH2:9])=[O:8].[CH:16]1([C:19](Cl)=O)[CH2:18][CH2:17]1, predict the reaction product. The product is: [CH:16]1([C:19]2[NH:1][C:2]3[N:3]=[C:4]([N:10]4[CH2:15][CH2:14][O:13][CH2:12][CH2:11]4)[S:5][C:6]=3[C:7](=[O:8])[N:9]=2)[CH2:18][CH2:17]1. (2) Given the reactants [Cl:1][C:2]1[CH:16]=[C:15]([Cl:17])[CH:14]=[CH:13][C:3]=1[O:4][CH:5]([CH3:12])[C:6](N(OC)C)=[O:7].[F:18][C:19]1[CH:28]=[CH:27][C:22]([CH2:23][CH2:24][Mg]Br)=[CH:21][CH:20]=1, predict the reaction product. The product is: [Cl:1][C:2]1[CH:16]=[C:15]([Cl:17])[CH:14]=[CH:13][C:3]=1[O:4][CH:5]([CH3:12])[C:6](=[O:7])[CH2:24][CH2:23][C:22]1[CH:27]=[CH:28][C:19]([F:18])=[CH:20][CH:21]=1. (3) Given the reactants [CH3:1][O:2][C:3]1[CH:15]=[CH:14][C:6]([CH2:7][NH:8][C:9]2[S:10][CH:11]=[CH:12][N:13]=2)=[CH:5][CH:4]=1.C[Si]([N-][Si](C)(C)C)(C)C.[Li+].[Br:26][C:27]1[C:36]2[C:31](=[CH:32][C:33]([S:37](Cl)(=[O:39])=[O:38])=[CH:34][CH:35]=2)[CH:30]=[N:29][C:28]=1[OH:41], predict the reaction product. The product is: [Br:26][C:27]1[C:36]2[C:31](=[CH:32][C:33]([S:37]([N:8]([CH2:7][C:6]3[CH:5]=[CH:4][C:3]([O:2][CH3:1])=[CH:15][CH:14]=3)[C:9]3[S:10][CH:11]=[CH:12][N:13]=3)(=[O:38])=[O:39])=[CH:34][CH:35]=2)[CH:30]=[N:29][C:28]=1[OH:41]. (4) Given the reactants C[O:2][C:3](=O)[CH2:4][C:5]1[C:6](=[O:18])[N:7]([C:12]2[CH:17]=[CH:16][CH:15]=[CH:14][CH:13]=2)[N:8]([CH3:11])[C:9]=1[CH3:10].[BH4-].[Na+], predict the reaction product. The product is: [OH:2][CH2:3][CH2:4][C:5]1[C:6](=[O:18])[N:7]([C:12]2[CH:17]=[CH:16][CH:15]=[CH:14][CH:13]=2)[N:8]([CH3:11])[C:9]=1[CH3:10].